This data is from Full USPTO retrosynthesis dataset with 1.9M reactions from patents (1976-2016). The task is: Predict the reactants needed to synthesize the given product. (1) Given the product [ClH:1].[CH:11]1([N:8]2[CH:7]=[N:6][C:5]3[C:9]2=[N:10][C:2]([NH:16][C@H:17]2[CH2:22][CH2:21][C@H:20]([OH:23])[CH2:19][CH2:18]2)=[N:3][C:4]=3[NH:16][C:17]2[CH:22]=[CH:21][CH:20]=[CH:19][CH:18]=2)[CH2:15][CH2:14][CH2:13][CH2:12]1, predict the reactants needed to synthesize it. The reactants are: [Cl:1][C:2]1[N:10]=[C:9]2[C:5]([N:6]=[CH:7][N:8]2[CH:11]2[CH2:15][CH2:14][CH2:13][CH2:12]2)=[C:4]([NH:16][C:17]2[CH:22]=[CH:21][CH:20]=[CH:19][CH:18]=2)[N:3]=1.[OH2:23]. (2) Given the product [NH2:60][C:51]1[C:50]2[N:49]=[C:48]([CH2:61][O:62][CH2:63][CH3:64])[N:47]([CH2:46][C:45]([CH3:66])([O:44][CH2:43][CH2:42][NH:41][C:1](=[O:9])[C:2]3[CH:7]=[CH:6][CH:5]=[N:4][CH:3]=3)[CH3:65])[C:59]=2[C:58]2[CH:57]=[CH:56][CH:55]=[CH:54][C:53]=2[N:52]=1, predict the reactants needed to synthesize it. The reactants are: [C:1]([OH:9])(=O)[C:2]1[CH:7]=[CH:6][CH:5]=[N:4][CH:3]=1.CN(C(ON1N=NC2C=CC=CC1=2)=[N+](C)C)C.[B-](F)(F)(F)F.CCN(C(C)C)C(C)C.[NH2:41][CH2:42][CH2:43][O:44][C:45]([CH3:66])([CH3:65])[CH2:46][N:47]1[C:59]2[C:58]3[CH:57]=[CH:56][CH:55]=[CH:54][C:53]=3[N:52]=[C:51]([NH2:60])[C:50]=2[N:49]=[C:48]1[CH2:61][O:62][CH2:63][CH3:64].